Dataset: Forward reaction prediction with 1.9M reactions from USPTO patents (1976-2016). Task: Predict the product of the given reaction. (1) Given the reactants C(OC(=O)[NH:7][C@H:8]([CH2:17][O:18][CH3:19])[C:9]([N:11]1[CH2:14][CH:13]([C:15]#[N:16])[CH2:12]1)=[O:10])(C)(C)C.[F:21][C:22]([F:27])([F:26])[C:23]([OH:25])=[O:24], predict the reaction product. The product is: [F:21][C:22]([F:27])([F:26])[C:23]([OH:25])=[O:24].[NH2:7][C@H:8]([CH2:17][O:18][CH3:19])[C:9]([N:11]1[CH2:14][CH:13]([C:15]#[N:16])[CH2:12]1)=[O:10]. (2) Given the reactants [C:1]([C:6]1[CH:7]=[CH:8][C:9]([O:15]C)=[C:10]([CH:14]=1)[C:11]([OH:13])=O)(=[O:5])[CH:2]([CH3:4])[CH3:3].[F:17][C:18]([F:31])([F:30])[C:19]1[CH:20]=[C:21]([CH:23]=[C:24]([C:26]([F:29])([F:28])[F:27])[CH:25]=1)[NH2:22], predict the reaction product. The product is: [F:17][C:18]([F:30])([F:31])[C:19]1[CH:20]=[C:21]([NH:22][C:11](=[O:13])[C:10]2[CH:14]=[C:6]([C:1](=[O:5])[CH:2]([CH3:3])[CH3:4])[CH:7]=[CH:8][C:9]=2[OH:15])[CH:23]=[C:24]([C:26]([F:27])([F:29])[F:28])[CH:25]=1. (3) Given the reactants [CH2:1]([CH:7]1[S:12]CCCS1)[C:2]1[O:6][CH:5]=[CH:4][CH:3]=1.C(=O)C1OC=CC=1.[CH2:20](S)[CH2:21][CH2:22][SH:23].C[Si](Cl)(C)C, predict the reaction product. The product is: [CH2:1]([CH:7]1[CH2:20][CH2:21][CH2:22][S:23][S:12]1)[C:2]1[O:6][CH:5]=[CH:4][CH:3]=1. (4) Given the reactants [I:1][C:2]1[CH:10]=[C:9]([N+:11]([O-:13])=[O:12])[CH:8]=[CH:7][C:3]=1[C:4]([OH:6])=[O:5].S(=O)(=O)(O)O.[CH3:19]O, predict the reaction product. The product is: [I:1][C:2]1[CH:10]=[C:9]([N+:11]([O-:13])=[O:12])[CH:8]=[CH:7][C:3]=1[C:4]([O:6][CH3:19])=[O:5].